This data is from NCI-60 drug combinations with 297,098 pairs across 59 cell lines. The task is: Regression. Given two drug SMILES strings and cell line genomic features, predict the synergy score measuring deviation from expected non-interaction effect. Drug 1: C1C(C(OC1N2C=C(C(=O)NC2=O)F)CO)O. Drug 2: C(=O)(N)NO. Cell line: MDA-MB-435. Synergy scores: CSS=2.58, Synergy_ZIP=-0.610, Synergy_Bliss=-0.748, Synergy_Loewe=-5.04, Synergy_HSA=-2.02.